This data is from Peptide-MHC class II binding affinity with 134,281 pairs from IEDB. The task is: Regression. Given a peptide amino acid sequence and an MHC pseudo amino acid sequence, predict their binding affinity value. This is MHC class II binding data. (1) The peptide sequence is INEPTAWAIAYGLDR. The MHC is HLA-DQA10401-DQB10402 with pseudo-sequence HLA-DQA10401-DQB10402. The binding affinity (normalized) is 0.468. (2) The peptide sequence is TPEAKFDSFVASLTE. The MHC is HLA-DQA10102-DQB10602 with pseudo-sequence HLA-DQA10102-DQB10602. The binding affinity (normalized) is 0.277.